Dataset: Full USPTO retrosynthesis dataset with 1.9M reactions from patents (1976-2016). Task: Predict the reactants needed to synthesize the given product. (1) Given the product [F:27][C:28]1[CH:33]=[C:32]([F:34])[CH:31]=[CH:30][C:29]=1[S:35]([NH:2][CH2:3][CH2:4][CH2:5][CH2:6][NH:7][C:8]([C@@H:10]([NH:15][C:16]([C:18]1[S:19][C:20]2[CH:26]=[CH:25][CH:24]=[CH:23][C:21]=2[CH:22]=1)=[O:17])[CH2:11][CH:12]([CH3:13])[CH3:14])=[O:9])(=[O:37])=[O:36], predict the reactants needed to synthesize it. The reactants are: Cl.[NH2:2][CH2:3][CH2:4][CH2:5][CH2:6][NH:7][C:8]([C@@H:10]([NH:15][C:16]([C:18]1[S:19][C:20]2[CH:26]=[CH:25][CH:24]=[CH:23][C:21]=2[CH:22]=1)=[O:17])[CH2:11][CH:12]([CH3:14])[CH3:13])=[O:9].[F:27][C:28]1[CH:33]=[C:32]([F:34])[CH:31]=[CH:30][C:29]=1[S:35](Cl)(=[O:37])=[O:36].CCN(CC)CC. (2) Given the product [Cl:1][C:2]1[CH:3]=[C:4]([CH:5]2[O:6][CH:12]2[C:13]([O:15][CH3:16])=[O:14])[CH:7]=[CH:8][C:9]=1[Cl:10], predict the reactants needed to synthesize it. The reactants are: [Cl:1][C:2]1[CH:3]=[C:4]([CH:7]=[CH:8][C:9]=1[Cl:10])[CH:5]=[O:6].Cl[CH2:12][C:13]([O:15][CH3:16])=[O:14].C[O-].[Na+].CO. (3) Given the product [Cl:1][C:2]1[C:7]2[O:8][C:9]3[CH2:14][CH2:13][N:12]([C:15]([O:17][C:18]([CH3:21])([CH3:20])[CH3:19])=[O:16])[CH2:11][C:10]=3[C:6]=2[CH:5]=[C:4]([S:30]([C:26]2[CH:27]=[CH:28][CH:29]=[C:24]([F:23])[CH:25]=2)(=[O:32])=[O:31])[CH:3]=1, predict the reactants needed to synthesize it. The reactants are: [Cl:1][C:2]1[C:7]2[O:8][C:9]3[CH2:14][CH2:13][N:12]([C:15]([O:17][C:18]([CH3:21])([CH3:20])[CH3:19])=[O:16])[CH2:11][C:10]=3[C:6]=2[CH:5]=[C:4](Br)[CH:3]=1.[F:23][C:24]1[CH:25]=[C:26]([S:30]([O-:32])=[O:31])[CH:27]=[CH:28][CH:29]=1.[Na+]. (4) Given the product [NH:52]1[C:53]2=[N:60][CH:50]=[C:26]([NH:8][C:9]3[N:25]=[C:12]4[CH:13]=[CH:14][CH:15]=[C:16]([CH2:17][N:18]5[CH2:23][CH2:22][NH:21][C:20](=[O:24])[CH2:19]5)[N:11]4[N:10]=3)[CH:54]=[C:55]2[CH:56]=[CH:57]1, predict the reactants needed to synthesize it. The reactants are: C(OC([N:8]([C:26](OC(C)(C)C)=O)[C:9]1[N:25]=[C:12]2[CH:13]=[CH:14][CH:15]=[C:16]([CH2:17][N:18]3[CH2:23][CH2:22][NH:21][C:20](=[O:24])[CH2:19]3)[N:11]2[N:10]=1)=O)(C)(C)C.CS(OS(C)(=O)=O)(=O)=O.C(OC(N(C(OC(C)(C)C)=O)[C:50]1[N:60]=[C:53]2[CH:54]=[CH:55][CH:56]=[C:57](CO)[N:52]2N=1)=O)(C)(C)C.C(N(CC)C(C)C)(C)C.N1CCNCC1=O. (5) Given the product [O:7]=[C:1]([NH:37][C:34]1[CH:33]=[CH:32][C:31]([C:27]2[CH:28]=[CH:29][CH:30]=[C:25]([C:16]3[C:17]4[C:12](=[CH:11][C:10]([O:9][CH3:8])=[C:19]5[O:20][C:21]([CH3:24])([CH3:23])[CH2:22][C:18]5=4)[CH2:13][C:14]([CH3:39])([CH3:38])[N:15]=3)[CH:26]=2)=[CH:36][CH:35]=1)[CH2:2][CH2:3][C:4]([OH:6])=[O:5], predict the reactants needed to synthesize it. The reactants are: [C:1]1(=[O:7])[O:6][C:4](=[O:5])[CH2:3][CH2:2]1.[CH3:8][O:9][C:10]1[CH:11]=[C:12]2[C:17](=[C:18]3[CH2:22][C:21]([CH3:24])([CH3:23])[O:20][C:19]=13)[C:16]([C:25]1[CH:26]=[C:27]([C:31]3[CH:36]=[CH:35][C:34]([NH2:37])=[CH:33][CH:32]=3)[CH:28]=[CH:29][CH:30]=1)=[N:15][C:14]([CH3:39])([CH3:38])[CH2:13]2.